This data is from NCI-60 drug combinations with 297,098 pairs across 59 cell lines. The task is: Regression. Given two drug SMILES strings and cell line genomic features, predict the synergy score measuring deviation from expected non-interaction effect. (1) Drug 1: C1CN1C2=NC(=NC(=N2)N3CC3)N4CC4. Drug 2: CC1C(C(CC(O1)OC2CC(CC3=C2C(=C4C(=C3O)C(=O)C5=CC=CC=C5C4=O)O)(C(=O)C)O)N)O. Cell line: BT-549. Synergy scores: CSS=44.2, Synergy_ZIP=-1.20, Synergy_Bliss=6.94, Synergy_Loewe=-7.72, Synergy_HSA=9.08. (2) Drug 1: CN(C)C1=NC(=NC(=N1)N(C)C)N(C)C. Drug 2: C1=CN(C(=O)N=C1N)C2C(C(C(O2)CO)O)O.Cl. Cell line: CCRF-CEM. Synergy scores: CSS=63.8, Synergy_ZIP=1.50, Synergy_Bliss=1.30, Synergy_Loewe=-25.8, Synergy_HSA=0.472. (3) Drug 1: CC1C(C(CC(O1)OC2CC(CC3=C2C(=C4C(=C3O)C(=O)C5=C(C4=O)C(=CC=C5)OC)O)(C(=O)C)O)N)O.Cl. Drug 2: CCC1(C2=C(COC1=O)C(=O)N3CC4=CC5=C(C=CC(=C5CN(C)C)O)N=C4C3=C2)O.Cl. Cell line: HOP-92. Synergy scores: CSS=13.6, Synergy_ZIP=-11.8, Synergy_Bliss=-5.34, Synergy_Loewe=-6.36, Synergy_HSA=-1.60.